Dataset: Catalyst prediction with 721,799 reactions and 888 catalyst types from USPTO. Task: Predict which catalyst facilitates the given reaction. (1) Reactant: Cl[C:2](Cl)([O:4]C(=O)OC(Cl)(Cl)Cl)Cl.C([O-])([O-])=O.[Na+].[Na+].[NH2:19][C@H:20]([C:26]1[CH:31]=[CH:30][CH:29]=[C:28]([Br:32])[CH:27]=1)[C@H:21]([OH:25])[C:22]([OH:24])=[O:23].O1CCOCC1. Product: [Br:32][C:28]1[CH:27]=[C:26]([C@@H:20]2[C@@H:21]([C:22]([OH:24])=[O:23])[O:25][C:2](=[O:4])[NH:19]2)[CH:31]=[CH:30][CH:29]=1. The catalyst class is: 6. (2) Reactant: Br[C:2]1[C:3]2[C:8]([C:9]([C:16]3[CH:21]=[CH:20][CH:19]=[CH:18][CH:17]=3)=[C:10]3[C:15]=1[CH:14]=[CH:13][CH:12]=[CH:11]3)=[CH:7][CH:6]=[CH:5][CH:4]=2.[Li]CCCC.Br[CH:28]=[CH:29][CH2:30][CH2:31][CH2:32][CH2:33][CH2:34][CH2:35][CH2:36][CH2:37][Br:38].O. Product: [Br:38][CH2:37][CH2:36][CH2:35][CH2:34][CH2:33][CH2:32][CH2:31][CH2:30][CH2:29][CH2:28][C:2]1[C:3]2[C:8]([C:9]([C:16]3[CH:21]=[CH:20][CH:19]=[CH:18][CH:17]=3)=[C:10]3[C:15]=1[CH:14]=[CH:13][CH:12]=[CH:11]3)=[CH:7][CH:6]=[CH:5][CH:4]=2. The catalyst class is: 27. (3) Reactant: [CH3:1][C@@H:2]1[CH2:7][NH:6][CH2:5][CH2:4][NH:3]1.[F:8][C:9]1[CH:16]=[CH:15][C:12]([CH2:13]Br)=[CH:11][CH:10]=1.C(=O)(O)[O-].[Na+]. Product: [F:8][C:9]1[CH:16]=[CH:15][C:12]([CH2:13][N:6]2[CH2:5][CH2:4][NH:3][C@H:2]([CH3:1])[CH2:7]2)=[CH:11][CH:10]=1. The catalyst class is: 8. (4) Reactant: CN(C)C=O.CS([O:10][CH2:11][CH2:12][C:13]([CH3:17])=[C:14]([F:16])[F:15])(=O)=O.[CH3:18][C:19]1[C:24]([C:25](O)=[O:26])=[CH:23][N:22]=[C:21]([S:28][CH3:29])[N:20]=1.C(=O)([O-])O.[Na+]. Product: [CH3:18][C:19]1[C:24]([C:25]([O:10][CH2:11][CH2:12][C:13]([CH3:17])=[C:14]([F:15])[F:16])=[O:26])=[CH:23][N:22]=[C:21]([S:28][CH3:29])[N:20]=1. The catalyst class is: 6.